From a dataset of Full USPTO retrosynthesis dataset with 1.9M reactions from patents (1976-2016). Predict the reactants needed to synthesize the given product. (1) Given the product [ClH:10].[C:1]1([S:7]([N:11]2[CH2:15][CH2:14][C@@H:13]([NH2:16])[CH2:12]2)(=[O:9])=[O:8])[CH:6]=[CH:5][CH:4]=[CH:3][CH:2]=1, predict the reactants needed to synthesize it. The reactants are: [C:1]1([S:7]([Cl:10])(=[O:9])=[O:8])[CH:6]=[CH:5][CH:4]=[CH:3][CH:2]=1.[NH:11]1[CH2:15][CH2:14][C@@H:13]([NH:16]C(=O)OC(C)(C)C)[CH2:12]1.C(=O)([O-])[O-].[K+].[K+].C(#N)C. (2) Given the product [N+:24]([C:21]1[CH:22]=[CH:23][C:18]([N:1]2[CH:5]=[C:4]([C:6]([O:8][CH2:9][CH3:10])=[O:7])[CH:3]=[N:2]2)=[CH:19][CH:20]=1)([O-:26])=[O:25], predict the reactants needed to synthesize it. The reactants are: [NH:1]1[CH:5]=[C:4]([C:6]([O:8][CH2:9][CH3:10])=[O:7])[CH:3]=[N:2]1.C(O[K])(C)(C)C.F[C:18]1[CH:23]=[CH:22][C:21]([N+:24]([O-:26])=[O:25])=[CH:20][CH:19]=1. (3) The reactants are: [CH:1]1([N:7]2[C:11]3[CH:12]=[CH:13][C:14]([CH2:16][N:17]4[CH2:22][CH2:21][CH2:20][CH2:19][CH2:18]4)=[CH:15][C:10]=3[N:9]=[C:8]2[NH2:23])[CH2:6][CH2:5][CH2:4][CH2:3][CH2:2]1.[Br:24][C:25]1[CH:26]=[C:27]2[C:31](=[CH:32][CH:33]=1)[N:30]([CH2:34][O:35][CH2:36][CH2:37][Si:38]([CH3:41])([CH3:40])[CH3:39])[N:29]=[C:28]2I.CC1(C)C2C(=C(P(C3C=CC=CC=3)C3C=CC=CC=3)C=CC=2)OC2C(P(C3C=CC=CC=3)C3C=CC=CC=3)=CC=CC1=2.P([O-])([O-])([O-])=O.[K+].[K+].[K+]. Given the product [Br:24][C:25]1[CH:26]=[C:27]2[C:31](=[CH:32][CH:33]=1)[N:30]([CH2:34][O:35][CH2:36][CH2:37][Si:38]([CH3:41])([CH3:40])[CH3:39])[N:29]=[C:28]2[NH:23][C:8]1[N:7]([CH:1]2[CH2:2][CH2:3][CH2:4][CH2:5][CH2:6]2)[C:11]2[CH:12]=[CH:13][C:14]([CH2:16][N:17]3[CH2:18][CH2:19][CH2:20][CH2:21][CH2:22]3)=[CH:15][C:10]=2[N:9]=1, predict the reactants needed to synthesize it. (4) Given the product [CH3:7][N:5]([C:4]([O:8][N:9]1[N:17]=[N:16][C:11]2[CH:12]=[CH:13][CH:14]=[CH:15][C:10]1=2)=[N+:2]([CH3:1])[CH3:3])[CH3:6].[F:18][P-:19]([F:24])([F:23])([F:22])([F:21])[F:20].[CH:25]1[CH:26]=[CH:27][C:28]2[N:33]([OH:34])[N:32]=[N:31][C:29]=2[CH:30]=1, predict the reactants needed to synthesize it. The reactants are: [CH3:1][N:2]([C:4]([O:8][N:9]1[N:17]=[N:16][C:11]2[CH:12]=[CH:13][CH:14]=[CH:15][C:10]1=2)=[N+:5]([CH3:7])[CH3:6])[CH3:3].[F:18][P-:19]([F:24])([F:23])([F:22])([F:21])[F:20].[CH:25]1[CH:26]=[CH:27][C:28]2[N:33]([OH:34])[N:32]=[N:31][C:29]=2[CH:30]=1.CCN(C(C)C)C(C)C.